From a dataset of Kinase inhibitor binding affinity data with 442 proteins and 68 drugs (Kd values). Regression. Given a target protein amino acid sequence and a drug SMILES string, predict the binding affinity score between them. We predict pKd (pKd = -log10(Kd in M); higher means stronger binding). Dataset: davis. (1) The compound is COc1cc2c(Oc3ccc(NC(=O)C4(C(=O)Nc5ccc(F)cc5)CC4)cc3F)ccnc2cc1OCCCN1CCOCC1. The target protein (ERK5) has sequence MAEPLKEEDGEDGSAEPPGPVKAEPAHTAASVAAKNLALLKARSFDVTFDVGDEYEIIETIGNGAYGVVSSARRRLTGQQVAIKKIPNAFDVVTNAKRTLRELKILKHFKHDNIIAIKDILRPTVPYGEFKSVYVVLDLMESDLHQIIHSSQPLTLEHVRYFLYQLLRGLKYMHSAQVIHRDLKPSNLLVNENCELKIGDFGMARGLCTSPAEHQYFMTEYVATRWYRAPELMLSLHEYTQAIDLWSVGCIFGEMLARRQLFPGKNYVHQLQLIMMVLGTPSPAVIQAVGAERVRAYIQSLPPRQPVPWETVYPGADRQALSLLGRMLRFEPSARISAAAALRHPFLAKYHDPDDEPDCAPPFDFAFDREALTRERIKEAIVAEIEDFHARREGIRQQIRFQPSLQPVASEPGCPDVEMPSPWAPSGDCAMESPPPAPPPCPGPAPDTIDLTLQPPPPVSEPAPPKKDGAISDNTKAALKAALLKSLRSRLRDGPSAPLE.... The pKd is 5.0. (2) The compound is CCOc1cc2ncc(C#N)c(Nc3ccc(OCc4ccccn4)c(Cl)c3)c2cc1NC(=O)C=CCN(C)C. The target protein (CDKL5) has sequence MKIPNIGNVMNKFEILGVVGEGAYGVVLKCRHKETHEIVAIKKFKDSEENEEVKETTLRELKMLRTLKQENIVELKEAFRRRGKLYLVFEYVEKNMLELLEEMPNGVPPEKVKSYIYQLIKAIHWCHKNDIVHRDIKPENLLISHNDVLKLCDFGFARNLSEGNNANYTEYVATRWYRSPELLLGAPYGKSVDMWSVGCILGELSDGQPLFPGESEIDQLFTIQKVLGPLPSEQMKLFYSNPRFHGLRFPAVNHPQSLERRYLGILNSVLLDLMKNLLKLDPADRYLTEQCLNHPTFQTQRLLDRSPSRSAKRKPYHVESSTLSNRNQAGKSTALQSHHRSNSKDIQNLSVGLPRADEGLPANESFLNGNLAGASLSPLHTKTYQASSQPGSTSKDLTNNNIPHLLSPKEAKSKTEFDFNIDPKPSEGPGTKYLKSNSRSQQNRHSFMESSQSKAGTLQPNEKQSRHSYIDTIPQSSRSPSYRTKAKSHGALSDSKSVSN.... The pKd is 5.0.